This data is from Reaction yield outcomes from USPTO patents with 853,638 reactions. The task is: Predict the reaction yield, written as a fraction of the theoretical maximum amount of product (1.0 means a 100% yield; for example, 0.34 means a 34% yield). The reactants are I[C:2]1[C:7]([O:8][C:9]2[C:18]3[C:13](=[CH:14][C:15]([O:21][CH3:22])=[C:16]([O:19][CH3:20])[CH:17]=3)[N:12]=[CH:11][CH:10]=2)=[CH:6][CH:5]=[C:4]([CH3:23])[N:3]=1.[Cl:24][C:25]1[CH:30]=[CH:29][C:28](B(O)O)=[CH:27][CH:26]=1.C(=O)([O-])O.[Na+]. The catalyst is C1(C)C=CC=CC=1. The product is [Cl:24][C:25]1[CH:30]=[CH:29][C:28]([C:2]2[C:7]([O:8][C:9]3[C:18]4[C:13](=[CH:14][C:15]([O:21][CH3:22])=[C:16]([O:19][CH3:20])[CH:17]=4)[N:12]=[CH:11][CH:10]=3)=[CH:6][CH:5]=[C:4]([CH3:23])[N:3]=2)=[CH:27][CH:26]=1. The yield is 0.910.